From a dataset of Cav3 T-type calcium channel HTS with 100,875 compounds. Binary Classification. Given a drug SMILES string, predict its activity (active/inactive) in a high-throughput screening assay against a specified biological target. (1) The drug is S1CCC2(CC1)c1sc3nc(cc(c3c1OC(N)=C2C#N)C)C. The result is 0 (inactive). (2) The molecule is S(CC(=O)NC1C(C(CCC1)C)C)C=1SCCN1. The result is 0 (inactive).